This data is from Full USPTO retrosynthesis dataset with 1.9M reactions from patents (1976-2016). The task is: Predict the reactants needed to synthesize the given product. (1) Given the product [Cl:20][C:21]1[CH:26]=[CH:25][N:24]=[C:23]2[CH:27]=[C:28]([C:6]3[CH:7]=[CH:8][N:9]=[CH:10][CH:11]=3)[S:29][C:22]=12, predict the reactants needed to synthesize it. The reactants are: C([Sn](CCCC)(CCCC)[C:6]1[CH:11]=[CH:10][N:9]=[CH:8][CH:7]=1)CCC.[Cl:20][C:21]1[CH:26]=[CH:25][N:24]=[C:23]2[CH:27]=[C:28](I)[S:29][C:22]=12. (2) Given the product [Br:1][C:2]1[CH:3]=[CH:4][C:5]([N:8]([CH3:15])[C:9]2[N:13]([CH3:14])[N:12]=[N:11][N:10]=2)=[N:6][CH:7]=1, predict the reactants needed to synthesize it. The reactants are: [Br:1][C:2]1[CH:3]=[CH:4][C:5]([NH:8][C:9]2[N:13]([CH3:14])[N:12]=[N:11][N:10]=2)=[N:6][CH:7]=1.[CH3:15]C([O-])(C)C.[K+].IC. (3) Given the product [C:28]([N:1]1[CH:5]=[C:4]([C:6]2[CH:27]=[CH:26][C:9]3[O:10][CH2:11][CH2:12][N:13]([C:14]4[S:15][C:16]5[C:17](=[O:25])[NH:18][C:19]([CH3:24])([CH3:23])[CH2:20][C:21]=5[N:22]=4)[C:8]=3[CH:7]=2)[CH:3]=[N:2]1)(=[O:31])[CH:29]=[CH2:30], predict the reactants needed to synthesize it. The reactants are: [NH:1]1[CH:5]=[C:4]([C:6]2[CH:27]=[CH:26][C:9]3[O:10][CH2:11][CH2:12][N:13]([C:14]4[S:15][C:16]5[C:17](=[O:25])[NH:18][C:19]([CH3:24])([CH3:23])[CH2:20][C:21]=5[N:22]=4)[C:8]=3[CH:7]=2)[CH:3]=[N:2]1.[C:28](Cl)(=[O:31])[CH:29]=[CH2:30].